Dataset: Clinical trial toxicity outcomes and FDA approval status for drugs. Task: Regression/Classification. Given a drug SMILES string, predict its toxicity properties. Task type varies by dataset: regression for continuous values (e.g., LD50, hERG inhibition percentage) or binary classification for toxic/non-toxic outcomes (e.g., AMES mutagenicity, cardiotoxicity, hepatotoxicity). Dataset: clintox. The compound is CCC1(CC)C(=O)NCC(C)C1=O. The result is 0 (passed clinical trial).